Dataset: Full USPTO retrosynthesis dataset with 1.9M reactions from patents (1976-2016). Task: Predict the reactants needed to synthesize the given product. (1) Given the product [NH2:11][CH2:10][C:6]1[C:7](=[O:9])[NH:8][C:3]([CH2:1][CH3:2])=[CH:4][C:5]=1[CH3:12], predict the reactants needed to synthesize it. The reactants are: [CH2:1]([C:3]1[NH:8][C:7](=[O:9])[C:6]([C:10]#[N:11])=[C:5]([CH3:12])[CH:4]=1)[CH3:2].[BH4-].[Na+].NCCNCCN.C(O)(C(F)(F)F)=O. (2) Given the product [Br:1][C:2]1[S:6][C:5]2[C:7](=[O:8])[CH:9]([C:10]([O:12][CH2:13][CH3:14])=[O:11])[CH:15]([C:16]3[CH:17]=[CH:18][CH:19]=[CH:20][CH:21]=3)[C:4]=2[CH:3]=1, predict the reactants needed to synthesize it. The reactants are: [Br:1][C:2]1[S:6][C:5]([C:7]([C:9](=[CH:15][C:16]2[CH:21]=[CH:20][CH:19]=[CH:18][CH:17]=2)[C:10]([O:12][CH2:13][CH3:14])=[O:11])=[O:8])=[CH:4][CH:3]=1.[Cl-].[Cl-].[Cl-].[Al+3]. (3) Given the product [CH3:2][C:1]1[N:4]([C:5]2[CH:10]=[CH:9][CH:8]=[CH:7][CH:6]=2)[C:11]([C:12]2[CH:17]=[CH:16][CH:15]=[CH:14][CH:13]=2)=[N:19][N:20]=1, predict the reactants needed to synthesize it. The reactants are: [C:1]([NH:4][C:5]1[CH:10]=[CH:9][CH:8]=[CH:7][CH:6]=1)(=S)[CH3:2].[C:11]([NH:19][NH2:20])(=O)[C:12]1[CH:17]=[CH:16][CH:15]=[CH:14][CH:13]=1.C(O)CCC.